Dataset: Forward reaction prediction with 1.9M reactions from USPTO patents (1976-2016). Task: Predict the product of the given reaction. (1) Given the reactants [CH2:1]([O:8][C:9]1[N:10]=[N:11][C:12](Cl)=[CH:13][C:14]=1[O:15][CH2:16][C:17]1[CH:22]=[CH:21][CH:20]=[CH:19][CH:18]=1)[C:2]1[CH:7]=[CH:6][CH:5]=[CH:4][CH:3]=1.CC(C)([O-])C.[Na+].[F:30][C:31]1[CH:38]=[CH:37][C:34]([CH2:35][NH2:36])=[CH:33][CH:32]=1, predict the reaction product. The product is: [CH2:16]([O:15][C:14]1[CH:13]=[C:12]([NH:36][CH2:35][C:34]2[CH:37]=[CH:38][C:31]([F:30])=[CH:32][CH:33]=2)[N:11]=[N:10][C:9]=1[O:8][CH2:1][C:2]1[CH:7]=[CH:6][CH:5]=[CH:4][CH:3]=1)[C:17]1[CH:22]=[CH:21][CH:20]=[CH:19][CH:18]=1. (2) Given the reactants [N:1]1([S:11]([C:14]2[CH:15]=[C:16]([N:20]3[C:29](=[O:30])[C:28]4[C:23](=[CH:24][CH:25]=[CH:26][C:27]=4[CH2:31][C:32](O)=[O:33])[NH:22][C:21]3=[O:35])[CH:17]=[CH:18][CH:19]=2)(=[O:13])=[O:12])[C:10]2[C:5](=[CH:6][CH:7]=[CH:8][CH:9]=2)[CH2:4][CH2:3][CH2:2]1.O[N:37]1C2C=CC=CC=2N=N1.[Cl-].[NH4+].Cl.C(N=C=NCCCN(C)C)C, predict the reaction product. The product is: [N:1]1([S:11]([C:14]2[CH:15]=[C:16]([N:20]3[C:29](=[O:30])[C:28]4[C:23](=[CH:24][CH:25]=[CH:26][C:27]=4[CH2:31][C:32]([NH2:37])=[O:33])[NH:22][C:21]3=[O:35])[CH:17]=[CH:18][CH:19]=2)(=[O:12])=[O:13])[C:10]2[C:5](=[CH:6][CH:7]=[CH:8][CH:9]=2)[CH2:4][CH2:3][CH2:2]1. (3) Given the reactants [NH2:1][C:2]1[CH:7]=[CH:6][C:5](/[CH:8]=[CH:9]/[C:10]2[N:11]=[C:12]([NH:15][C:16](=[O:18])[CH3:17])[S:13][CH:14]=2)=[CH:4][CH:3]=1.CS[C:21]1[S:22][CH2:23][CH2:24][N:25]=1, predict the reaction product. The product is: [S:22]1[CH2:23][CH2:24][N:25]=[C:21]1[NH:1][C:2]1[CH:7]=[CH:6][C:5](/[CH:8]=[CH:9]/[C:10]2[N:11]=[C:12]([NH:15][C:16](=[O:18])[CH3:17])[S:13][CH:14]=2)=[CH:4][CH:3]=1. (4) Given the reactants [F:1][C:2]1[CH:7]=[CH:6][C:5]([C:8]([CH:10]2[CH2:15][CH2:14][NH:13][CH2:12][CH2:11]2)=[O:9])=[CH:4][CH:3]=1.[CH:16](O)=O.C=O.[OH-].[K+], predict the reaction product. The product is: [F:1][C:2]1[CH:7]=[CH:6][C:5]([C:8]([CH:10]2[CH2:15][CH2:14][N:13]([CH3:16])[CH2:12][CH2:11]2)=[O:9])=[CH:4][CH:3]=1.